From a dataset of Catalyst prediction with 721,799 reactions and 888 catalyst types from USPTO. Predict which catalyst facilitates the given reaction. (1) Reactant: Br.[Br:2][CH2:3][CH2:4][NH2:5].[C:6](O[C:6]([O:8][C:9]([CH3:12])([CH3:11])[CH3:10])=[O:7])([O:8][C:9]([CH3:12])([CH3:11])[CH3:10])=[O:7].C(N(CC)CC)C.ClCCl. Product: [Br:2][CH2:3][CH2:4][NH:5][C:6](=[O:7])[O:8][C:9]([CH3:12])([CH3:11])[CH3:10]. The catalyst class is: 12. (2) Reactant: [NH2:1][C:2]1[CH:7]=[CH:6][CH:5]=[CH:4][CH:3]=1.[CH:8]1([NH:11][C:12]([C:14]2[CH:15]=[C:16]([F:38])[C:17]([CH3:37])=[C:18]([C:20]3[CH:25]=[CH:24][C:23]([C:26](O)=[O:27])=[CH:22][C:21]=3[C:29]([NH:31][C:32]3[S:33][CH:34]=[CH:35][N:36]=3)=[O:30])[CH:19]=2)=[O:13])[CH2:10][CH2:9]1.Cl.CN(C)CCCN=C=NCC. Product: [CH:8]1([NH:11][C:12]([C:14]2[CH:19]=[C:18]([C:20]3[C:21]([C:29]([NH:31][C:32]4[S:33][CH:34]=[CH:35][N:36]=4)=[O:30])=[CH:22][C:23]([C:26]([NH:1][C:2]4[CH:7]=[CH:6][CH:5]=[CH:4][CH:3]=4)=[O:27])=[CH:24][CH:25]=3)[C:17]([CH3:37])=[C:16]([F:38])[CH:15]=2)=[O:13])[CH2:10][CH2:9]1. The catalyst class is: 119. (3) Reactant: [CH3:1][C:2]1[CH:3]=[C:4]([CH:19]=[CH:20][C:21]=1[N+:22]([O-])=O)[C:5]([O:7][C:8]1[CH:13]=[CH:12][C:11]([CH2:14][CH2:15][CH2:16][CH2:17][CH3:18])=[CH:10][CH:9]=1)=[O:6]. Product: [NH2:22][C:21]1[CH:20]=[CH:19][C:4]([C:5]([O:7][C:8]2[CH:13]=[CH:12][C:11]([CH2:14][CH2:15][CH2:16][CH2:17][CH3:18])=[CH:10][CH:9]=2)=[O:6])=[CH:3][C:2]=1[CH3:1]. The catalyst class is: 78. (4) Reactant: [Br:1][C:2]1[CH:3]=[CH:4][CH:5]=[C:6]2[C:11]=1[N:10]=[C:9]([CH3:12])[CH:8]=[C:7]2Cl.[Cl:14][C:15]1[CH:16]=[C:17]([CH:20]=[CH:21][C:22]=1[Cl:23])[CH2:18][NH2:19].O. Product: [Br:1][C:2]1[CH:3]=[CH:4][CH:5]=[C:6]2[C:11]=1[N:10]=[C:9]([CH3:12])[CH:8]=[C:7]2[NH:19][CH2:18][C:17]1[CH:20]=[CH:21][C:22]([Cl:23])=[C:15]([Cl:14])[CH:16]=1. The catalyst class is: 16. (5) Reactant: [F:1][C:2]([F:21])([F:20])[C:3]([C:5]1[NH:9][C:8]2[CH:10]=[C:11]([C:16]([F:19])([F:18])[F:17])[C:12]([C:14]#[N:15])=[CH:13][C:7]=2[N:6]=1)=[O:4].[CH2:22](Br)[CH:23]=[CH2:24].[In].Cl. Product: [OH:4][C:3]([C:5]1[NH:9][C:8]2[CH:10]=[C:11]([C:16]([F:17])([F:18])[F:19])[C:12]([C:14]#[N:15])=[CH:13][C:7]=2[N:6]=1)([C:2]([F:20])([F:1])[F:21])[CH2:24][CH:23]=[CH2:22]. The catalyst class is: 299. (6) Reactant: Cl[C:2]1[N:3]=[N:4][C:5]([O:8][CH3:9])=[CH:6][CH:7]=1.[C:10]1(B(O)O)[CH:15]=[CH:14][CH:13]=[CH:12][CH:11]=1.C(=O)([O-])[O-].[Na+].[Na+]. Product: [CH3:9][O:8][C:5]1[N:4]=[N:3][C:2]([C:10]2[CH:15]=[CH:14][CH:13]=[CH:12][CH:11]=2)=[CH:7][CH:6]=1. The catalyst class is: 109. (7) Reactant: O[CH2:2][CH:3]([C:13]1[CH:18]=[CH:17][CH:16]=[C:15]([C:19]([F:22])([F:21])[F:20])[CH:14]=1)[CH2:4][NH:5][C:6](=[O:12])[O:7]C(C)(C)C.[Cl:23]S([N:27]=C=O)(=O)=O.O.C(=O)(O)[O-].[Na+]. Product: [ClH:23].[NH2:27][CH2:2][CH:3]([C:13]1[CH:18]=[CH:17][CH:16]=[C:15]([C:19]([F:22])([F:21])[F:20])[CH:14]=1)[CH2:4][NH:5][C:6](=[O:12])[OH:7]. The catalyst class is: 10.